Dataset: Forward reaction prediction with 1.9M reactions from USPTO patents (1976-2016). Task: Predict the product of the given reaction. (1) Given the reactants CC(C)([O-])C.[K+].[C:7]([C:9]1[CH:10]=[C:11](/[CH:15]=[CH:16]/[C:17]([O:19][CH3:20])=[O:18])[CH:12]=[CH:13][CH:14]=1)#[N:8].S([CH2:31][N+:32]#[C-:33])(C1C=CC(C)=CC=1)(=O)=O, predict the reaction product. The product is: [C:7]([C:9]1[CH:10]=[C:11]([C:15]2[C:16]([C:17]([O:19][CH3:20])=[O:18])=[CH:31][NH:32][CH:33]=2)[CH:12]=[CH:13][CH:14]=1)#[N:8]. (2) Given the reactants C(S)CCCCCCCCCCC.CC([O-])(C)C.[K+].[CH2:20]([N:27]1[CH2:32][CH2:31][O:30][CH:29]([C:33]2[CH:38]=[CH:37][C:36]([O:39]C)=[CH:35][C:34]=2[Cl:41])[CH2:28]1)[C:21]1[CH:26]=[CH:25][CH:24]=[CH:23][CH:22]=1.CCOC(C)=O, predict the reaction product. The product is: [CH2:20]([N:27]1[CH2:32][CH2:31][O:30][CH:29]([C:33]2[CH:38]=[CH:37][C:36]([OH:39])=[CH:35][C:34]=2[Cl:41])[CH2:28]1)[C:21]1[CH:22]=[CH:23][CH:24]=[CH:25][CH:26]=1. (3) Given the reactants [CH2:1]([NH:8][C@H:9]1[C@H:13]([OH:14])[CH2:12][N:11]([C:15]([O:17][C:18]([CH3:21])([CH3:20])[CH3:19])=[O:16])[CH2:10]1)C1C=CC=CC=1.[H][H].[CH2:24]=O, predict the reaction product. The product is: [CH3:24][N:8]([CH3:1])[C@H:9]1[C@H:13]([OH:14])[CH2:12][N:11]([C:15]([O:17][C:18]([CH3:19])([CH3:20])[CH3:21])=[O:16])[CH2:10]1. (4) Given the reactants [O:1]=[C:2]1[CH2:7][CH2:6][N:5]([C:8]([O:10][C:11]([CH3:14])([CH3:13])[CH3:12])=[O:9])[CH2:4][CH:3]1[C:15]([O:17][CH3:18])=[O:16].CCN(C(C)C)C(C)C.[O:28](S(C(F)(F)F)(=O)=O)[S:29]([C:32]([F:35])([F:34])[F:33])(=O)=[O:30], predict the reaction product. The product is: [F:33][C:32]([F:35])([F:34])[S:29]([O:1][C:2]1[CH2:7][CH2:6][N:5]([C:8]([O:10][C:11]([CH3:12])([CH3:13])[CH3:14])=[O:9])[CH2:4][C:3]=1[C:15]([O:17][CH3:18])=[O:16])(=[O:30])=[O:28]. (5) Given the reactants [Br:1][C:2]1[CH:7]=[CH:6][C:5]([S:8][CH:9]([CH3:11])[CH3:10])=[CH:4][CH:3]=1.C1C=C(Cl)C=C(C(OO)=[O:20])C=1, predict the reaction product. The product is: [Br:1][C:2]1[CH:3]=[CH:4][C:5]([S:8]([CH:9]([CH3:11])[CH3:10])=[O:20])=[CH:6][CH:7]=1. (6) Given the reactants [H-].[Al+3].[Li+].[H-].[H-].[H-].[CH3:7][C:8]1[N:9]=[C:10]([C:18]2[CH:23]=[CH:22][C:21]([C:24]([F:27])([F:26])[F:25])=[CH:20][CH:19]=2)[S:11][C:12]=1[C:13](OCC)=[O:14], predict the reaction product. The product is: [CH3:7][C:8]1[N:9]=[C:10]([C:18]2[CH:19]=[CH:20][C:21]([C:24]([F:27])([F:25])[F:26])=[CH:22][CH:23]=2)[S:11][C:12]=1[CH2:13][OH:14]. (7) Given the reactants [F:1][C:2]1[CH:7]=[CH:6][C:5]([N:8]2[CH:12]=[C:11]([CH2:13][NH2:14])[CH:10]=[N:9]2)=[CH:4][CH:3]=1.Cl[C:16]1[CH:21]=[C:20]([C:22]2[CH:27]=[CH:26][CH:25]=[C:24]([CH3:28])[C:23]=2[CH3:29])[N:19]=[C:18]([NH2:30])[N:17]=1, predict the reaction product. The product is: [CH3:29][C:23]1[C:24]([CH3:28])=[CH:25][CH:26]=[CH:27][C:22]=1[C:20]1[N:19]=[C:18]([NH2:30])[N:17]=[C:16]([NH:14][CH2:13][C:11]2[CH:10]=[N:9][N:8]([C:5]3[CH:4]=[CH:3][C:2]([F:1])=[CH:7][CH:6]=3)[CH:12]=2)[CH:21]=1.